Dataset: Peptide-MHC class I binding affinity with 185,985 pairs from IEDB/IMGT. Task: Regression. Given a peptide amino acid sequence and an MHC pseudo amino acid sequence, predict their binding affinity value. This is MHC class I binding data. The peptide sequence is TSNLQEQIGW. The MHC is HLA-B07:02 with pseudo-sequence HLA-B07:02. The binding affinity (normalized) is 0.